This data is from Peptide-MHC class II binding affinity with 134,281 pairs from IEDB. The task is: Regression. Given a peptide amino acid sequence and an MHC pseudo amino acid sequence, predict their binding affinity value. This is MHC class II binding data. The peptide sequence is NAAYNAADHAAPEDK. The MHC is DRB1_0802 with pseudo-sequence DRB1_0802. The binding affinity (normalized) is 0.163.